From a dataset of Full USPTO retrosynthesis dataset with 1.9M reactions from patents (1976-2016). Predict the reactants needed to synthesize the given product. (1) Given the product [CH3:1][C:2]1[N:6]([CH2:7][C:8]2[CH:13]=[CH:12][C:11]([CH2:14][O:15][C:23]3[CH:28]=[CH:27][C:26]([CH2:29][CH2:30][C:31]([O:33][CH3:34])=[O:32])=[CH:25][CH:24]=3)=[CH:10][CH:9]=2)[N:5]=[C:4]([C:16]2[CH:21]=[CH:20][CH:19]=[CH:18][CH:17]=2)[CH:3]=1, predict the reactants needed to synthesize it. The reactants are: [CH3:1][C:2]1[N:6]([CH2:7][C:8]2[CH:13]=[CH:12][C:11]([CH2:14][OH:15])=[CH:10][CH:9]=2)[N:5]=[C:4]([C:16]2[CH:21]=[CH:20][CH:19]=[CH:18][CH:17]=2)[CH:3]=1.O[C:23]1[CH:28]=[CH:27][C:26]([CH2:29][CH2:30][C:31]([O:33][CH3:34])=[O:32])=[CH:25][CH:24]=1.C1(P(C2C=CC=CC=2)C2C=CC=CC=2)C=CC=CC=1.N(C(OCC)=O)=NC(OCC)=O. (2) Given the product [C:15]([C:14]1[CH:17]=[CH:18][C:11]([NH:1][C@H:2]2[CH2:6][CH2:5][C@@H:4]([C:7]([OH:9])=[O:8])[CH2:3]2)=[C:12]([CH3:19])[CH:13]=1)#[N:16], predict the reactants needed to synthesize it. The reactants are: [NH2:1][C@H:2]1[CH2:6][CH2:5][C@@H:4]([C:7]([OH:9])=[O:8])[CH2:3]1.F[C:11]1[CH:18]=[CH:17][C:14]([C:15]#[N:16])=[CH:13][C:12]=1[CH3:19].C(=O)([O-])[O-].[K+].[K+].